Dataset: Forward reaction prediction with 1.9M reactions from USPTO patents (1976-2016). Task: Predict the product of the given reaction. (1) Given the reactants [Cl:1][C:2]1[C:3]([NH2:9])=[N:4][CH:5]=[C:6]([Cl:8])[CH:7]=1.[Br:10][C:11]1[CH:18]=[CH:17][C:14]([CH:15]=O)=[CH:13][CH:12]=1, predict the reaction product. The product is: [Br:10][C:11]1[CH:18]=[CH:17][C:14](/[CH:15]=[N:9]/[C:3]2[C:2]([Cl:1])=[CH:7][C:6]([Cl:8])=[CH:5][N:4]=2)=[CH:13][CH:12]=1. (2) Given the reactants [CH2:1]([O:3][C:4](=[O:20])[C@@H:5]([O:18][CH3:19])[CH2:6][C:7]1[CH:12]=[CH:11][C:10]([O:13][CH2:14][CH2:15][CH2:16]Br)=[CH:9][CH:8]=1)[CH3:2].[F:21][C:22]([F:35])([CH:32]([F:34])[F:33])[CH2:23][O:24][C:25]1[CH:30]=[CH:29][C:28]([OH:31])=[CH:27][CH:26]=1, predict the reaction product. The product is: [CH2:1]([O:3][C:4](=[O:20])[C@@H:5]([O:18][CH3:19])[CH2:6][C:7]1[CH:12]=[CH:11][C:10]([O:13][CH2:14][CH2:15][CH2:16][O:31][C:28]2[CH:27]=[CH:26][C:25]([O:24][CH2:23][C:22]([F:21])([F:35])[CH:32]([F:33])[F:34])=[CH:30][CH:29]=2)=[CH:9][CH:8]=1)[CH3:2].